The task is: Predict which catalyst facilitates the given reaction.. This data is from Catalyst prediction with 721,799 reactions and 888 catalyst types from USPTO. Reactant: [Cl:1][C:2]1[CH:7]=[CH:6][C:5]([NH:8][S:9]([CH2:12][CH2:13][CH3:14])(=[O:11])=[O:10])=[C:4]([F:15])[C:3]=1[NH:16][C:17]([NH:19][C:20]1[CH:25]=[C:24](Cl)[N:23]=[CH:22][N:21]=1)=[O:18].C(N(CC)C(C)C)(C)C.[CH2:36]([NH2:43])[C:37]1[CH:42]=[CH:41][CH:40]=[CH:39][CH:38]=1. Product: [CH2:36]([NH:43][C:24]1[N:23]=[CH:22][N:21]=[C:20]([NH:19][C:17](=[O:18])[NH:16][C:3]2[C:4]([F:15])=[C:5]([NH:8][S:9]([CH2:12][CH2:13][CH3:14])(=[O:11])=[O:10])[CH:6]=[CH:7][C:2]=2[Cl:1])[CH:25]=1)[C:37]1[CH:42]=[CH:41][CH:40]=[CH:39][CH:38]=1. The catalyst class is: 26.